This data is from Full USPTO retrosynthesis dataset with 1.9M reactions from patents (1976-2016). The task is: Predict the reactants needed to synthesize the given product. (1) Given the product [N:14]1([S:2]([C:5]2[CH:6]=[C:7]([CH:11]=[CH:12][CH:13]=2)[C:8]([OH:10])=[O:9])(=[O:4])=[O:3])[CH2:19][CH2:18][O:17][CH2:16][CH2:15]1, predict the reactants needed to synthesize it. The reactants are: Cl[S:2]([C:5]1[CH:6]=[C:7]([CH:11]=[CH:12][CH:13]=1)[C:8]([OH:10])=[O:9])(=[O:4])=[O:3].[NH:14]1[CH2:19][CH2:18][O:17][CH2:16][CH2:15]1. (2) Given the product [N:59]([C@@H:8]1[C@@H:7]2[C@@H:6]([O:35][CH2:11][CH2:10][C@@H:9]2[OH:13])[O:5][CH2:4]1)=[N+:60]=[N-:61], predict the reactants needed to synthesize it. The reactants are: C(O[CH:4]1[CH2:8][CH:7]2[C:9](=[O:13])[CH2:10][CH2:11]C[CH:6]2[O:5]1)C.C1(P(C2C=CC=CC=2)C2C=CC=CC=2)C=CC=CC=1.CC[O:35]C(/N=N/C(OCC)=O)=O.C1(P([N:59]=[N+:60]=[N-:61])(C2C=CC=CC=2)=O)C=CC=CC=1. (3) Given the product [F:14][CH:13]([F:15])[CH2:12][N:6]1[CH2:5][C:4]2[C:8](=[CH:9][CH:10]=[C:2]([CH3:16])[CH:3]=2)[C:7]1=[O:11], predict the reactants needed to synthesize it. The reactants are: Br[C:2]1[CH:3]=[C:4]2[C:8](=[CH:9][CH:10]=1)[C:7](=[O:11])[N:6]([CH2:12][CH:13]([F:15])[F:14])[CH2:5]2.[CH3:16]B1OB(C)OB(C)O1.P([O-])([O-])([O-])=O.[K+].[K+].[K+]. (4) Given the product [F:1][C:2]1[CH:3]=[CH:4][C:5]2[O:9][C:8]([CH:10]([OH:14])[CH:11]([CH3:12])[CH3:13])=[C:7]([CH3:15])[C:6]=2[CH:16]=1, predict the reactants needed to synthesize it. The reactants are: [F:1][C:2]1[CH:3]=[CH:4][C:5]2[O:9][C:8]([C:10](=[O:14])[CH:11]([CH3:13])[CH3:12])=[C:7]([CH3:15])[C:6]=2[CH:16]=1.[BH4-].[Na+].O. (5) Given the product [Cl:1][C:2]1[CH:3]=[C:4]([C@@H:12]([CH2:16][CH:17]2[CH2:20][CH2:19][CH2:18]2)[C:13]([NH:27][C:28]2[CH:32]=[CH:31][N:30]([CH2:33][C:34]([OH:36])([CH3:35])[CH3:37])[N:29]=2)=[O:15])[CH:5]=[CH:6][C:7]=1[S:8]([CH3:11])(=[O:9])=[O:10], predict the reactants needed to synthesize it. The reactants are: [Cl:1][C:2]1[CH:3]=[C:4]([C@@H:12]([CH2:16][CH:17]2[CH2:20][CH2:19][CH2:18]2)[C:13]([OH:15])=O)[CH:5]=[CH:6][C:7]=1[S:8]([CH3:11])(=[O:10])=[O:9].C(Cl)(=O)C(Cl)=O.[NH2:27][C:28]1[CH:32]=[CH:31][N:30]([CH2:33][C:34]([CH3:37])([OH:36])[CH3:35])[N:29]=1.N1C(C)=CC=CC=1C. (6) Given the product [Br:1][C:2]1[CH:7]=[C:6]([N+:8]([O-:10])=[O:9])[C:5]([O:11][CH2:14][C:15]([O:17][CH3:18])=[O:16])=[C:4]([Cl:12])[CH:3]=1, predict the reactants needed to synthesize it. The reactants are: [Br:1][C:2]1[CH:7]=[C:6]([N+:8]([O-:10])=[O:9])[C:5]([OH:11])=[C:4]([Cl:12])[CH:3]=1.Br[CH2:14][C:15]([O:17][CH3:18])=[O:16].C([O-])([O-])=O.[K+].[K+].O. (7) Given the product [ClH:26].[N:1]1[C:10]2[C:5](=[CH:6][CH:7]=[CH:8][CH:9]=2)[N:4]=[CH:3][C:2]=1[CH2:11][CH2:12][C:13]1[N:25]=[C:16]2[CH:17]=[CH:18][C:19]3[C:24]([N:15]2[N:14]=1)=[CH:23][CH:22]=[CH:21][N:20]=3, predict the reactants needed to synthesize it. The reactants are: [N:1]1[C:10]2[C:5](=[CH:6][CH:7]=[CH:8][CH:9]=2)[N:4]=[CH:3][C:2]=1[CH2:11][CH2:12][C:13]1[N:25]=[C:16]2[CH:17]=[CH:18][C:19]3[C:24]([N:15]2[N:14]=1)=[CH:23][CH:22]=[CH:21][N:20]=3.[ClH:26]. (8) Given the product [Cl:30][C:22]1[CH:21]=[C:20]([C@@H:13]([CH2:14][CH:15]2[CH2:19][CH2:18][CH2:17][CH2:16]2)[C:12]([NH:11][C:8]2[CH:9]=[CH:10][N:6]([CH2:5][C:4]3[CH:32]=[CH:33][CH:34]=[C:2]([NH:1][C:42](=[O:45])[CH2:43][CH3:44])[CH:3]=3)[N:7]=2)=[O:31])[CH:25]=[CH:24][C:23]=1[S:26]([CH3:29])(=[O:28])=[O:27], predict the reactants needed to synthesize it. The reactants are: [NH2:1][C:2]1[CH:3]=[C:4]([CH:32]=[CH:33][CH:34]=1)[CH2:5][N:6]1[CH:10]=[CH:9][C:8]([NH:11][C:12](=[O:31])[C@@H:13]([C:20]2[CH:25]=[CH:24][C:23]([S:26]([CH3:29])(=[O:28])=[O:27])=[C:22]([Cl:30])[CH:21]=2)[CH2:14][CH:15]2[CH2:19][CH2:18][CH2:17][CH2:16]2)=[N:7]1.CN1CCOCC1.[C:42](Cl)(=[O:45])[CH2:43][CH3:44]. (9) Given the product [F:11][C:12]1[C:13]([S:27][C:2]2[N:6]3[CH:7]=[CH:8][CH:9]=[N:10][C:5]3=[N:4][CH:3]=2)=[CH:14][C:15]2[S:19][C:18]([NH:20][C:21]([CH:23]3[CH2:24][CH2:25]3)=[O:22])=[N:17][C:16]=2[CH:26]=1, predict the reactants needed to synthesize it. The reactants are: Br[C:2]1[N:6]2[CH:7]=[CH:8][CH:9]=[N:10][C:5]2=[N:4][CH:3]=1.[F:11][C:12]1[C:13]([SH:27])=[CH:14][C:15]2[S:19][C:18]([NH:20][C:21]([CH:23]3[CH2:25][CH2:24]3)=[O:22])=[N:17][C:16]=2[CH:26]=1.C(=O)([O-])[O-].[K+].[K+].CS(C)=O.